This data is from Reaction yield outcomes from USPTO patents with 853,638 reactions. The task is: Predict the reaction yield, written as a fraction of the theoretical maximum amount of product (1.0 means a 100% yield; for example, 0.34 means a 34% yield). (1) The reactants are [F:1][C:2]1[CH:3]=[C:4]([CH:7]=[CH:8][C:9]=1[F:10])[CH:5]=O.[C:11]([O:17][CH3:18])(=[O:16])[CH2:12][C:13]([CH3:15])=[O:14].N1CCCCC1.C(O)(=O)C. The catalyst is C1C=CC=CC=1. The product is [F:1][C:2]1[CH:3]=[C:4]([CH:5]=[C:12]([C:13](=[O:14])[CH3:15])[C:11]([O:17][CH3:18])=[O:16])[CH:7]=[CH:8][C:9]=1[F:10]. The yield is 0.410. (2) The product is [Cl:3][C:7]1[N:12]([CH3:13])[C:11](=[O:14])[CH:10]=[C:9]([C:15]2[CH:20]=[CH:19][N:18]=[CH:17][N:16]=2)[N:8]=1. The reactants are P(Cl)(Cl)([Cl:3])=O.S[C:7]1[N:12]([CH3:13])[C:11](=[O:14])[CH:10]=[C:9]([C:15]2[CH:20]=[CH:19][N:18]=[CH:17][N:16]=2)[N:8]=1.C(=O)([O-])[O-].[K+].[K+]. The catalyst is CN(C)C=O. The yield is 0.270.